This data is from Forward reaction prediction with 1.9M reactions from USPTO patents (1976-2016). The task is: Predict the product of the given reaction. (1) Given the reactants Br[C:2]1[CH:11]=[CH:10][C:9]2[C:4](=[CH:5][CH:6]=[CH:7][CH:8]=2)[CH:3]=1.C(=O)=O.[CH3:15][C:16]([CH3:18])=O.[CH2:19]([Li])[CH2:20][CH2:21][CH3:22].[Br:24][C:25]1[CH:38]=[CH:37][C:36]2[C:35](=O)[C:34]3[C:29](=[CH:30][CH:31]=[CH:32][CH:33]=3)[C:28](=O)[C:27]=2[CH:26]=1.Cl.[CH2:42]1[CH2:46]OC[CH2:43]1, predict the reaction product. The product is: [Br:24][C:25]1[CH:38]=[CH:37][C:36]2[C:27](=[C:28]([C:16]3[CH:18]=[CH:46][C:42]4[C:19](=[CH:20][CH:21]=[CH:22][CH:43]=4)[CH:15]=3)[C:29]3[C:34]([C:35]=2[C:2]2[CH:11]=[CH:10][C:9]4[C:4](=[CH:5][CH:6]=[CH:7][CH:8]=4)[CH:3]=2)=[CH:33][CH:32]=[CH:31][CH:30]=3)[CH:26]=1. (2) Given the reactants [CH2:1]([O:3][C:4]([C:6]1[CH:7]=[C:8]2[N:13]([C:14]=1[CH:15]([CH3:17])[CH3:16])[CH:12]=[CH:11][C:10]([CH2:18][N:19]=[N+:20]=[N-:21])=[CH:9]2)=[O:5])[CH3:2].[CH2:22]([C:24]([O:31][C:32](=[O:42])[C:33]1[CH:38]=[CH:37][C:36]([N+:39]([O-:41])=[O:40])=[CH:35][CH:34]=1)([C:27]([F:30])([F:29])[F:28])[C:25]#[CH:26])[CH3:23], predict the reaction product. The product is: [CH2:1]([O:3][C:4]([C:6]1[CH:7]=[C:8]2[N:13]([C:14]=1[CH:15]([CH3:17])[CH3:16])[CH:12]=[CH:11][C:10]([CH2:18][N:19]1[CH:23]=[C:22]([C:24]([O:31][C:32](=[O:42])[C:33]3[CH:34]=[CH:35][C:36]([N+:39]([O-:41])=[O:40])=[CH:37][CH:38]=3)([C:27]([F:30])([F:29])[F:28])[CH2:25][CH3:26])[N:21]=[N:20]1)=[CH:9]2)=[O:5])[CH3:2]. (3) Given the reactants [Br:1][C:2]1[CH:11]=[C:10]2[C:5]([CH:6]=[C:7]([CH3:28])[C:8]([C@H:13]([OH:27])[C:14]([O:16][C@@H:17]3[CH2:22][C@H:21]([CH3:23])[CH2:20][CH2:19][C@H:18]3[CH:24]([CH3:26])[CH3:25])=[O:15])=[C:9]2[OH:12])=[CH:4][CH:3]=1.Cl(O)(=O)(=O)=O.O, predict the reaction product. The product is: [Br:1][C:2]1[CH:11]=[C:10]2[C:5]([CH:6]=[C:7]([CH3:28])[C:8]([C@H:13]([O:27][C:5]([CH3:10])([CH3:6])[CH3:4])[C:14]([O:16][C@@H:17]3[CH2:22][C@H:21]([CH3:23])[CH2:20][CH2:19][C@H:18]3[CH:24]([CH3:25])[CH3:26])=[O:15])=[C:9]2[OH:12])=[CH:4][CH:3]=1. (4) Given the reactants Br[C:2]1[CH:10]=[CH:9][C:8]([C:11]([NH2:13])=[O:12])=[C:7]2[C:3]=1[CH:4]=[C:5]([C:14]1[CH:15]=[N:16][N:17]([CH3:19])[CH:18]=1)[NH:6]2.CC1(C)C(C)(C)OB([C:28]2[CH2:29][N:30]([C:34]([O:36][C:37]([CH3:40])([CH3:39])[CH3:38])=[O:35])[CH2:31][CH2:32][CH:33]=2)O1.C(Cl)Cl.C(=O)([O-])[O-].[Na+].[Na+], predict the reaction product. The product is: [C:11]([C:8]1[CH:9]=[CH:10][C:2]([C:28]2[CH2:29][N:30]([C:34]([O:36][C:37]([CH3:40])([CH3:39])[CH3:38])=[O:35])[CH2:31][CH2:32][CH:33]=2)=[C:3]2[C:7]=1[NH:6][C:5]([C:14]1[CH:15]=[N:16][N:17]([CH3:19])[CH:18]=1)=[CH:4]2)(=[O:12])[NH2:13]. (5) Given the reactants CS(O[CH:6]([C:25]1[CH:30]=[CH:29][N:28]=[CH:27][CH:26]=1)[CH2:7][N:8]1[C:16]2[CH:15]=[CH:14][C:13]([CH3:17])=[CH:12][C:11]=2[C:10]2[CH:18]3[N:22]([CH2:23][CH2:24][C:9]1=2)[CH2:21][CH2:20][CH2:19]3)(=O)=O.[OH-].[K+], predict the reaction product. The product is: [CH3:17][C:13]1[CH:14]=[CH:15][C:16]2[N:8](/[CH:7]=[CH:6]/[C:25]3[CH:30]=[CH:29][N:28]=[CH:27][CH:26]=3)[C:9]3[CH2:24][CH2:23][N:22]4[CH:18]([C:10]=3[C:11]=2[CH:12]=1)[CH2:19][CH2:20][CH2:21]4.